Dataset: Forward reaction prediction with 1.9M reactions from USPTO patents (1976-2016). Task: Predict the product of the given reaction. Given the reactants [NH2:1][C:2]1[CH:7]=[CH:6][C:5]([Cl:8])=[CH:4][C:3]=1[CH:9]([C:11]1[CH:16]=[CH:15][CH:14]=[C:13]([O:17][CH3:18])[C:12]=1[O:19][CH:20]([F:22])[F:21])[OH:10].[CH3:23][O:24][C:25]1[CH:32]=[C:31]([O:33][CH3:34])[CH:30]=[CH:29][C:26]=1[CH:27]=O.[BH4-].[Na+], predict the reaction product. The product is: [Cl:8][C:5]1[CH:6]=[CH:7][C:2]([NH:1][CH2:27][C:26]2[CH:29]=[CH:30][C:31]([O:33][CH3:34])=[CH:32][C:25]=2[O:24][CH3:23])=[C:3]([CH:9]([C:11]2[CH:16]=[CH:15][CH:14]=[C:13]([O:17][CH3:18])[C:12]=2[O:19][CH:20]([F:22])[F:21])[OH:10])[CH:4]=1.